This data is from Reaction yield outcomes from USPTO patents with 853,638 reactions. The task is: Predict the reaction yield, written as a fraction of the theoretical maximum amount of product (1.0 means a 100% yield; for example, 0.34 means a 34% yield). (1) No catalyst specified. The product is [Na:30].[CH3:29][C:12]1[C:13]([CH2:17][S:18]([C:20]2[NH:21][C:22]3[CH:28]=[CH:27][CH:26]=[CH:25][C:23]=3[N:24]=2)=[O:19])=[N:14][CH:15]=[CH:16][C:11]=1[O:10][CH2:9][C:61]1([CH3:60])[O:66][CH2:65][CH2:64][CH2:63][O:62]1. The reactants are COC1OCC([CH2:9][O:10][C:11]2[CH:16]=[CH:15][N:14]=[C:13]([CH2:17][S:18]([C:20]3[NH:24][C:23]4[CH:25]=[CH:26][CH:27]=[CH:28][C:22]=4[N:21]=3)=[O:19])[C:12]=2[CH3:29])CO1.[Na:30].COC1OCC(COC2C=CN=C(CS(C3NC4C=CC=CC=4N=3)=O)C=2C)CO1.[CH3:60][C:61]1(CO)[O:66][CH2:65][CH2:64][CH2:63][O:62]1. The yield is 0.0860. (2) The reactants are [C:1]([C:4]1[N:5]([CH2:22][C:23]2[CH:34]=[CH:33][C:26]([C:27](N(OC)C)=[O:28])=[CH:25][CH:24]=2)[C:6](=[O:21])[C:7]2[C:12]([C:13]=1[C:14]1[CH:19]=[CH:18][CH:17]=[CH:16][CH:15]=1)=[CH:11][C:10]([Br:20])=[CH:9][CH:8]=2)(=[O:3])[CH3:2].[CH3:35][Mg]Br.[Cl-].[NH4+]. The catalyst is O1CCCC1. The product is [C:1]([C:4]1[N:5]([CH2:22][C:23]2[CH:34]=[CH:33][C:26]([C:27](=[O:28])[CH3:35])=[CH:25][CH:24]=2)[C:6](=[O:21])[C:7]2[C:12]([C:13]=1[C:14]1[CH:19]=[CH:18][CH:17]=[CH:16][CH:15]=1)=[CH:11][C:10]([Br:20])=[CH:9][CH:8]=2)(=[O:3])[CH3:2]. The yield is 0.870. (3) The reactants are Br.[NH2:2][C:3]1[N:4]=[C:5]([CH3:20])[C:6]2[CH:12]=[C:11](Br)[C:10](=[O:14])[N:9]([C@@H:15]3[CH2:19][CH2:18][O:17][CH2:16]3)[C:7]=2[N:8]=1.[NH2:21][C:22]1[CH:27]=[CH:26][C:25](B2OC(C)(C)C(C)(C)O2)=[CH:24][N:23]=1.C([O-])([O-])=O.[K+].[K+]. The catalyst is O1CCOCC1.O.C1C=CC([P]([Pd]([P](C2C=CC=CC=2)(C2C=CC=CC=2)C2C=CC=CC=2)([P](C2C=CC=CC=2)(C2C=CC=CC=2)C2C=CC=CC=2)[P](C2C=CC=CC=2)(C2C=CC=CC=2)C2C=CC=CC=2)(C2C=CC=CC=2)C2C=CC=CC=2)=CC=1. The product is [NH2:2][C:3]1[N:4]=[C:5]([CH3:20])[C:6]2[CH:12]=[C:11]([C:25]3[CH:24]=[N:23][C:22]([NH2:21])=[CH:27][CH:26]=3)[C:10](=[O:14])[N:9]([C@@H:15]3[CH2:19][CH2:18][O:17][CH2:16]3)[C:7]=2[N:8]=1. The yield is 0.790.